This data is from Full USPTO retrosynthesis dataset with 1.9M reactions from patents (1976-2016). The task is: Predict the reactants needed to synthesize the given product. (1) Given the product [CH:14]1([CH2:13][CH:12]([C:19]2[CH:24]=[CH:23][C:22]([S:25]([CH3:28])(=[O:27])=[O:26])=[CH:21][CH:20]=2)[C:11]([NH:10][C:7]2[CH:8]=[CH:9][C:4]([CH2:3][OH:2])=[CH:5][N:6]=2)=[O:29])[CH2:15][CH2:16][CH2:17][CH2:18]1, predict the reactants needed to synthesize it. The reactants are: C[O:2][C:3](=O)[C:4]1[CH:9]=[CH:8][C:7]([NH:10][C:11](=[O:29])[CH:12]([C:19]2[CH:24]=[CH:23][C:22]([S:25]([CH3:28])(=[O:27])=[O:26])=[CH:21][CH:20]=2)[CH2:13][CH:14]2[CH2:18][CH2:17][CH2:16][CH2:15]2)=[N:6][CH:5]=1.[H-].[Al+3].[Li+].[H-].[H-].[H-]. (2) Given the product [CH3:25][N:26]([CH3:27])[CH:23]([CH:20]1[CH2:21][CH2:22][N:17]([C:10]([O:12][C:13]([CH3:16])([CH3:15])[CH3:14])=[O:11])[CH2:18][CH2:19]1)[C:2]#[C:1][C:3]1[CH:8]=[CH:7][CH:6]=[C:5]([CH3:9])[N:4]=1, predict the reactants needed to synthesize it. The reactants are: [C:1]([C:3]1[CH:8]=[CH:7][CH:6]=[C:5]([CH3:9])[N:4]=1)#[CH:2].[C:10]([N:17]1[CH2:22][CH2:21][CH:20]([CH:23]=O)[CH2:19][CH2:18]1)([O:12][C:13]([CH3:16])([CH3:15])[CH3:14])=[O:11].[CH3:25][NH:26][CH3:27]. (3) Given the product [CH2:11]1[NH:19][CH2:18][CH2:17][N:16]2[CH2:20][CH2:21][N:13]([CH2:14][CH2:15]2)[CH2:12]1.[C:1]([OH:10])(=[O:9])[CH2:2][CH2:3][CH2:4][CH2:5][CH2:6][CH2:7][CH3:8].[C:1]([OH:10])(=[O:9])[CH2:2][CH2:3][CH2:4][CH2:5][CH2:6][CH2:7][CH3:8], predict the reactants needed to synthesize it. The reactants are: [C:1]([OH:10])(=[O:9])[CH2:2][CH2:3][CH2:4][CH2:5][CH2:6][CH2:7][CH3:8].[CH2:11]1[NH:19][CH2:18][CH2:17][N:16]2[CH2:20][CH2:21][N:13]([CH2:14][CH2:15]2)[CH2:12]1. (4) Given the product [CH3:17][C:9]1[CH:10]=[C:11]([C:28]2[CH:29]=[CH:30][C:25]([CH2:19][CH2:20][CH2:21][CH2:22][CH2:23][CH3:24])=[CH:26][CH:27]=2)[C:12]2[C:7](=[C:6]3[C:15](=[CH:14][CH:13]=2)[C:2]([C:28]2[CH:27]=[CH:26][C:25]([CH2:19][CH2:20][CH2:21][CH2:22][CH2:23][CH3:24])=[CH:30][CH:29]=2)=[CH:3][C:4]([CH3:18])=[N:5]3)[N:8]=1, predict the reactants needed to synthesize it. The reactants are: Br[C:2]1[C:15]2[C:6](=[C:7]3[C:12](=[CH:13][CH:14]=2)[C:11](Br)=[CH:10][C:9]([CH3:17])=[N:8]3)[N:5]=[C:4]([CH3:18])[CH:3]=1.[CH2:19]([C:25]1[CH:30]=[CH:29][C:28](B(O)O)=[CH:27][CH:26]=1)[CH2:20][CH2:21][CH2:22][CH2:23][CH3:24]. (5) Given the product [Cl:9][C:6]1[C:7]([Cl:8])=[C:2]([C:34]2[CH:35]=[CH:36][CH:37]=[CH:38][C:33]=2[C:32]([NH2:27])=[O:39])[C:3]([C:10]([N:12]2[CH2:13][CH2:14][CH:15]([C:18]3[CH:19]=[CH:20][C:21]([F:24])=[CH:22][CH:23]=3)[CH2:16][CH2:17]2)=[O:11])=[CH:4][N:5]=1, predict the reactants needed to synthesize it. The reactants are: N[C:2]1[C:7]([Cl:8])=[C:6]([Cl:9])[N:5]=[CH:4][C:3]=1[C:10]([N:12]1[CH2:17][CH2:16][CH:15]([C:18]2[CH:23]=[CH:22][C:21]([F:24])=[CH:20][CH:19]=2)[CH2:14][CH2:13]1)=[O:11].C([N:27](CC)CC)C.[C:32](Cl)(=[O:39])[C:33]1[CH:38]=[CH:37][CH:36]=[CH:35][CH:34]=1.[Cl-].[NH4+]. (6) The reactants are: [CH3:1][N:2]([CH3:31])[C:3]1[N:12]=[C:11]([NH:13][CH2:14][C:15]2[CH:20]=[CH:19][C:18]([NH:21][C:22]([CH:24]3[CH2:29][CH2:28][NH:27][CH2:26][CH2:25]3)=[O:23])=[CH:17][CH:16]=2)[C:10]2[C:5](=[CH:6][C:7]([CH3:30])=[CH:8][CH:9]=2)[N:4]=1.[CH:32](=O)[CH2:33][CH2:34][CH3:35]. Given the product [CH2:32]([N:27]1[CH2:28][CH2:29][CH:24]([C:22]([NH:21][C:18]2[CH:17]=[CH:16][C:15]([CH2:14][NH:13][C:11]3[C:10]4[C:5](=[CH:6][C:7]([CH3:30])=[CH:8][CH:9]=4)[N:4]=[C:3]([N:2]([CH3:31])[CH3:1])[N:12]=3)=[CH:20][CH:19]=2)=[O:23])[CH2:25][CH2:26]1)[CH2:33][CH2:34][CH3:35], predict the reactants needed to synthesize it. (7) Given the product [CH3:1][N:2]1[CH2:7][CH:6]=[C:5]([C:18]2[CH:19]=[CH:20][C:21]([N+:24]([O-:26])=[O:25])=[N:22][CH:23]=2)[CH2:4][CH2:3]1, predict the reactants needed to synthesize it. The reactants are: [CH3:1][N:2]1[CH2:7][CH:6]=[C:5](B2OC(C)(C)C(C)(C)O2)[CH2:4][CH2:3]1.Br[C:18]1[CH:19]=[CH:20][C:21]([N+:24]([O-:26])=[O:25])=[N:22][CH:23]=1.C([O-])([O-])=O.[Na+].[Na+].O1CCOCC1.